From a dataset of Reaction yield outcomes from USPTO patents with 853,638 reactions. Predict the reaction yield, written as a fraction of the theoretical maximum amount of product (1.0 means a 100% yield; for example, 0.34 means a 34% yield). (1) The reactants are [C:1]1(C)[CH:6]=[CH:5][CH:4]=[CH:3][CH:2]=1.[CH:8](N)(N)[CH2:9][CH2:10][CH2:11][CH3:12].C([O:17][CH2:18][CH3:19])C. The catalyst is [Pd].[Pd].C(=CC(C=CC1C=CC=CC=1)=O)C1C=CC=CC=1.C(=CC(C=CC1C=CC=CC=1)=O)C1C=CC=CC=1.C(=CC(C=CC1C=CC=CC=1)=O)C1C=CC=CC=1.C1C=CC(P(C2C=CC=CC=2)[C-]2C=CC=C2)=CC=1.C1C=CC(P(C2C=CC=CC=2)[C-]2C=CC=C2)=CC=1.[Fe+2]. The product is [C:18]([C:19]1[CH:12]=[CH:11][CH:10]=[CH:9][CH:8]=1)(=[O:17])[C:1]1[CH:2]=[CH:3][CH:4]=[CH:5][CH:6]=1. The yield is 0.210. (2) The reactants are [O:1]1[CH2:5][CH2:4][CH:3]([C:6]([OH:8])=[O:7])[CH2:2]1.S(=O)(=O)(O)O.[CH3:14]O. No catalyst specified. The product is [O:1]1[CH2:5][CH2:4][CH:3]([C:6]([O:8][CH3:14])=[O:7])[CH2:2]1. The yield is 0.900. (3) The reactants are [F:1][C:2]1[CH:10]=[C:9]2[C:5]([C:6]([CH3:11])=[CH:7][NH:8]2)=[CH:4][CH:3]=1.[H-].[Na+].[CH3:14][O:15][C:16]1[CH:21]=[CH:20][C:19]([S:22](Cl)(=[O:24])=[O:23])=[CH:18][C:17]=1[N:26]1[CH2:31][CH2:30][N:29]([C:32](=[O:37])[C:33]([Cl:36])([Cl:35])[Cl:34])[CH2:28][CH2:27]1. The catalyst is C1COCC1. The product is [Cl:36][C:33]([Cl:34])([Cl:35])[C:32]([N:29]1[CH2:30][CH2:31][N:26]([C:17]2[CH:18]=[C:19]([S:22]([N:8]3[C:9]4[C:5](=[CH:4][CH:3]=[C:2]([F:1])[CH:10]=4)[C:6]([CH3:11])=[CH:7]3)(=[O:23])=[O:24])[CH:20]=[CH:21][C:16]=2[O:15][CH3:14])[CH2:27][CH2:28]1)=[O:37]. The yield is 0.577. (4) The reactants are [Si]([O:8][CH2:9][C:10]([C:13]1[CH:14]=[C:15]([C:29]2[N:34]=[C:33]([CH3:35])[N:32]=[C:31]([NH2:36])[N:30]=2)[C:16]([NH:19][C:20]2[CH:21]=[N:22][C:23]([O:27][CH3:28])=[C:24]([F:26])[CH:25]=2)=[N:17][CH:18]=1)([CH3:12])[CH3:11])(C(C)(C)C)(C)C. The catalyst is C1COCC1. The product is [NH2:36][C:31]1[N:32]=[C:33]([CH3:35])[N:34]=[C:29]([C:15]2[CH:14]=[C:13]([C:10]([CH3:12])([CH3:11])[CH2:9][OH:8])[CH:18]=[N:17][C:16]=2[NH:19][C:20]2[CH:21]=[N:22][C:23]([O:27][CH3:28])=[C:24]([F:26])[CH:25]=2)[N:30]=1. The yield is 0.637. (5) The reactants are [CH:1]1([CH2:6][CH:7]([C:16]2[CH:21]=[CH:20][C:19]([S:22][CH3:23])=[CH:18][CH:17]=2)[C:8]([NH:10][C:11]2[S:12][CH:13]=[CH:14][N:15]=2)=[O:9])[CH2:5][CH2:4][CH2:3][CH2:2]1.ClC1C=C(C=CC=1)C(OO)=[O:29]. The catalyst is C(Cl)Cl. The product is [CH:1]1([CH2:6][CH:7]([C:16]2[CH:17]=[CH:18][C:19]([S:22]([CH3:23])=[O:29])=[CH:20][CH:21]=2)[C:8]([NH:10][C:11]2[S:12][CH:13]=[CH:14][N:15]=2)=[O:9])[CH2:5][CH2:4][CH2:3][CH2:2]1. The yield is 0.320. (6) The product is [O:24]=[C:18]1[NH:17][C:16](=[S:25])[N:15]([CH2:14][C:13]2[CH:26]=[CH:27][C:28]([C:30]([F:33])([F:32])[F:31])=[CH:29][C:12]=2[CH:11]=[O:10])[C:20]2[CH:21]=[CH:22][NH:23][C:19]1=2. The reactants are C(O)(C(F)(F)F)=O.C([O:10][CH:11](OCC)[C:12]1[CH:29]=[C:28]([C:30]([F:33])([F:32])[F:31])[CH:27]=[CH:26][C:13]=1[CH2:14][N:15]1[C:20]2[CH:21]=[CH:22][NH:23][C:19]=2[C:18](=[O:24])[NH:17][C:16]1=[S:25])C. The catalyst is C(Cl)Cl. The yield is 0.950. (7) The reactants are [H-].[Na+].[C:3]([CH2:11][C:12]([O:14][CH2:15][CH3:16])=[O:13])(=[O:10])[C:4]1[CH:9]=[CH:8][CH:7]=[CH:6][CH:5]=1.[Br:17][C:18]([CH2:20]Br)=[CH2:19].O. The catalyst is CN(C=O)C.C(OCC)(=O)C. The product is [C:3]([CH:11]([CH2:20][C:18]([Br:17])=[CH2:19])[C:12]([O:14][CH2:15][CH3:16])=[O:13])(=[O:10])[C:4]1[CH:9]=[CH:8][CH:7]=[CH:6][CH:5]=1. The yield is 0.860.